Dataset: Full USPTO retrosynthesis dataset with 1.9M reactions from patents (1976-2016). Task: Predict the reactants needed to synthesize the given product. Given the product [CH3:1][CH:2]1[CH2:7][CH:6]([CH3:8])[CH2:5][N:4]([C:9]2[N:14]=[C:13]([CH3:15])[C:12]([CH:16]([CH2:21][CH2:22][CH3:23])[C:17]([OH:19])=[O:18])=[C:11]([C:24]3[CH:25]=[CH:26][C:27]([CH3:30])=[CH:28][CH:29]=3)[N:10]=2)[CH2:3]1, predict the reactants needed to synthesize it. The reactants are: [CH3:1][CH:2]1[CH2:7][CH:6]([CH3:8])[CH2:5][N:4]([C:9]2[N:14]=[C:13]([CH3:15])[C:12]([CH:16]([CH2:21][CH2:22][CH3:23])[C:17]([O:19]C)=[O:18])=[C:11]([C:24]3[CH:29]=[CH:28][C:27]([CH3:30])=[CH:26][CH:25]=3)[N:10]=2)[CH2:3]1.[OH-].[Na+].